Dataset: Forward reaction prediction with 1.9M reactions from USPTO patents (1976-2016). Task: Predict the product of the given reaction. (1) Given the reactants [F:1][C:2]1[CH:10]=[CH:9][C:5]([C:6](Cl)=[O:7])=[CH:4][CH:3]=1.[CH2:11]([NH:18][C:19]([C:21]1[S:25][C:24]([NH2:26])=[N:23][C:22]=1[CH3:27])=[O:20])[C:12]1[CH:17]=[CH:16][CH:15]=[CH:14][CH:13]=1, predict the reaction product. The product is: [CH2:11]([NH:18][C:19]([C:21]1[S:25][C:24]([NH:26][C:6](=[O:7])[C:5]2[CH:9]=[CH:10][C:2]([F:1])=[CH:3][CH:4]=2)=[N:23][C:22]=1[CH3:27])=[O:20])[C:12]1[CH:17]=[CH:16][CH:15]=[CH:14][CH:13]=1. (2) Given the reactants I[C:2]1[CH:7]=[N:6][N:5]([CH:8]2[CH2:13][CH2:12][CH2:11][CH2:10][O:9]2)[C:4](=[O:14])[CH:3]=1.[F:15][C:16]1[CH:21]=[CH:20][CH:19]=[C:18]([F:22])[C:17]=1[OH:23].C(=O)([O-])[O-].[K+].[K+], predict the reaction product. The product is: [F:15][C:16]1[CH:21]=[CH:20][CH:19]=[C:18]([F:22])[C:17]=1[O:23][C:2]1[CH:7]=[N:6][N:5]([CH:8]2[CH2:13][CH2:12][CH2:11][CH2:10][O:9]2)[C:4](=[O:14])[CH:3]=1. (3) Given the reactants [CH3:1][N:2]([CH3:6])[CH2:3][CH2:4][NH2:5].[C:7](#[N:10])[CH:8]=[CH2:9], predict the reaction product. The product is: [CH3:1][N:2]([CH3:6])[CH2:3][CH2:4][NH:5][CH2:9][CH2:8][C:7]#[N:10]. (4) Given the reactants [NH2:1][C:2]1[CH:3]=[CH:4][C:5]([C:12]#[N:13])=[C:6]([C:8]([F:11])([F:10])[F:9])[CH:7]=1.C(OCCCC)(=O)C.[C:22]1(=[O:28])[O:27][C:25](=[O:26])[CH:24]=[CH:23]1, predict the reaction product. The product is: [C:12]([C:5]1[CH:4]=[CH:3][C:2]([NH:1][C:22]([CH:23]=[CH:24][C:25]([OH:27])=[O:26])=[O:28])=[CH:7][C:6]=1[C:8]([F:9])([F:10])[F:11])#[N:13].